From a dataset of Catalyst prediction with 721,799 reactions and 888 catalyst types from USPTO. Predict which catalyst facilitates the given reaction. Reactant: C(O[C:4](=[O:9])[CH2:5][N+:6]([O-:8])=[O:7])C.[H-].[Na+].[H][H].[CH3:14][N:15]1C(=O)O[C:18](=[O:19])[C:17]2=[CH:23][CH:24]=[CH:25][CH:26]=[C:16]12.Cl. Product: [OH:19][C:18]1[C:17]2[C:16](=[CH:26][CH:25]=[CH:24][CH:23]=2)[N:15]([CH3:14])[C:4](=[O:9])[C:5]=1[N+:6]([O-:8])=[O:7]. The catalyst class is: 44.